This data is from CYP2D6 inhibition data for predicting drug metabolism from PubChem BioAssay. The task is: Regression/Classification. Given a drug SMILES string, predict its absorption, distribution, metabolism, or excretion properties. Task type varies by dataset: regression for continuous measurements (e.g., permeability, clearance, half-life) or binary classification for categorical outcomes (e.g., BBB penetration, CYP inhibition). Dataset: cyp2d6_veith. (1) The compound is NS(=O)(=O)c1cc(C(=O)O)cc(N2CCCC2)c1Oc1ccccc1. The result is 0 (non-inhibitor). (2) The compound is Cc1cc(=O)oc2c(OS(C)(=O)=O)c(OS(C)(=O)=O)ccc12. The result is 0 (non-inhibitor). (3) The molecule is C=CCn1cc(/C=N\NC(=O)c2cc3c(ccc4ccccc43)o2)c2ccccc21. The result is 0 (non-inhibitor). (4) The compound is NO. The result is 0 (non-inhibitor). (5) The molecule is COc1ccc(-n2c(C)nn(C)c2=O)cc1. The result is 0 (non-inhibitor). (6) The drug is CC(C)CN1CC[C@@]2(CCCN(C(=O)Oc3ccccc3)C2)C1. The result is 1 (inhibitor). (7) The drug is Cc1ccc(C(=O)CSc2nc(C)cc(=O)[nH]2)cc1. The result is 0 (non-inhibitor). (8) The compound is COc1ccc2cc3[n+](cc2c1OC)CCc1cc2c(cc1-3)OCO2. The result is 1 (inhibitor). (9) The drug is O=C(O)c1ccc2c(c1C(=O)O)C(=O)OC2(c1ccc(O)cc1)c1ccc(O)cc1. The result is 0 (non-inhibitor). (10) The drug is CCn1nc2cc(C(=O)NCC34CC5CC(CC(C5)C3)C4)ccc2c1OC. The result is 0 (non-inhibitor).